From a dataset of Peptide-MHC class I binding affinity with 185,985 pairs from IEDB/IMGT. Regression. Given a peptide amino acid sequence and an MHC pseudo amino acid sequence, predict their binding affinity value. This is MHC class I binding data. (1) The MHC is HLA-A31:01 with pseudo-sequence HLA-A31:01. The peptide sequence is TQLVDMSMTY. The binding affinity (normalized) is 0.0608. (2) The peptide sequence is AEFKYIAAV. The MHC is HLA-C06:02 with pseudo-sequence HLA-C06:02. The binding affinity (normalized) is 0. (3) The peptide sequence is LPQFATAAT. The MHC is HLA-B35:01 with pseudo-sequence HLA-B35:01. The binding affinity (normalized) is 0.232. (4) The peptide sequence is TTAEFTVPK. The MHC is HLA-A11:01 with pseudo-sequence HLA-A11:01. The binding affinity (normalized) is 0.799. (5) The peptide sequence is VPRDRNGTF. The MHC is HLA-B18:01 with pseudo-sequence HLA-B18:01. The binding affinity (normalized) is 0.0847. (6) The peptide sequence is VVLGAKSVQHL. The MHC is Patr-B0101 with pseudo-sequence Patr-B0101. The binding affinity (normalized) is 0.334. (7) The peptide sequence is ITLYEYDHF. The MHC is HLA-B58:01 with pseudo-sequence HLA-B58:01. The binding affinity (normalized) is 0.373.